Dataset: Reaction yield outcomes from USPTO patents with 853,638 reactions. Task: Predict the reaction yield, written as a fraction of the theoretical maximum amount of product (1.0 means a 100% yield; for example, 0.34 means a 34% yield). (1) The reactants are O1CCCCC1[N:7]1[C:15]2[C:10](=[CH:11][C:12]([C:16]#[N:17])=[CH:13][CH:14]=2)[C:9]([C:18]2[CH:19]=[N:20][CH:21]=[CH:22][CH:23]=2)=[N:8]1. The product is [N:20]1[CH:21]=[CH:22][CH:23]=[C:18]([C:9]2[C:10]3[C:15](=[CH:14][CH:13]=[C:12]([C:16]#[N:17])[CH:11]=3)[NH:7][N:8]=2)[CH:19]=1. The catalyst is O1CCCC1.Cl. The yield is 0.645. (2) The reactants are [C:1]([O:5][C:6](=[O:23])[NH:7][C@H:8]([C:16]1[NH:17][C:18]([Cl:22])=[C:19](Br)[N:20]=1)[CH2:9][C:10]1[CH:15]=[CH:14][CH:13]=[CH:12][CH:11]=1)([CH3:4])([CH3:3])[CH3:2].C1C(=O)N(Cl)C(=O)C1. The catalyst is C(#N)C. The product is [C:1]([O:5][C:6](=[O:23])[NH:7][C@H:8]([C:16]1[NH:20][CH:19]=[C:18]([Cl:22])[N:17]=1)[CH2:9][C:10]1[CH:15]=[CH:14][CH:13]=[CH:12][CH:11]=1)([CH3:4])([CH3:2])[CH3:3]. The yield is 0.360. (3) The reactants are CN(C)[CH:3]=[CH:4][C:5]([C:7]1[C:12](=[O:13])[CH:11]=[CH:10][N:9]([C:14]2[CH:19]=[CH:18][C:17]([N:20]3[CH2:25][CH2:24][O:23][CH2:22][CH2:21]3)=[CH:16][CH:15]=2)[N:8]=1)=O.[CH3:27][CH:28]([CH3:32])[CH2:29][NH:30][NH2:31]. The catalyst is CO. The product is [CH3:27][CH:28]([CH3:32])[CH2:29][N:30]1[C:5]([C:7]2[C:12](=[O:13])[CH:11]=[CH:10][N:9]([C:14]3[CH:15]=[CH:16][C:17]([N:20]4[CH2:25][CH2:24][O:23][CH2:22][CH2:21]4)=[CH:18][CH:19]=3)[N:8]=2)=[CH:4][CH:3]=[N:31]1. The yield is 0.150. (4) The reactants are [NH2:1][C@H:2]([C:8]([OH:10])=[O:9])[CH2:3][CH2:4][C:5](=[O:7])[NH2:6].[CH2:11]([C:18]1[CH:19]=[C:20]([N:24]=[C:25]=[O:26])[CH:21]=[CH:22][CH:23]=1)[C:12]1[CH:17]=[CH:16][CH:15]=[CH:14][CH:13]=1. No catalyst specified. The product is [CH2:11]([C:18]1[CH:19]=[C:20]([NH:24][C:25]([NH:1][C@H:2]([C:8]([OH:10])=[O:9])[CH2:3][CH2:4][C:5](=[O:7])[NH2:6])=[O:26])[CH:21]=[CH:22][CH:23]=1)[C:12]1[CH:13]=[CH:14][CH:15]=[CH:16][CH:17]=1. The yield is 0.730. (5) The reactants are [CH2:1]([N:9]1[CH:17]=[N:16][C:15]2[C:14](=[O:18])[NH:13][CH:12]=[N:11][C:10]1=2)[CH2:2][C:3]1[CH:8]=[CH:7][CH:6]=[CH:5][CH:4]=1.C1C(=O)N([Br:26])C(=O)C1. The catalyst is O1CCOCC1. The product is [Br:26][C:17]1[N:9]([CH2:1][CH2:2][C:3]2[CH:4]=[CH:5][CH:6]=[CH:7][CH:8]=2)[C:10]2[N:11]=[CH:12][NH:13][C:14](=[O:18])[C:15]=2[N:16]=1. The yield is 0.570.